The task is: Regression. Given a peptide amino acid sequence and an MHC pseudo amino acid sequence, predict their binding affinity value. This is MHC class I binding data.. This data is from Peptide-MHC class I binding affinity with 185,985 pairs from IEDB/IMGT. The peptide sequence is EVCFMYSDFH. The MHC is HLA-A11:01 with pseudo-sequence HLA-A11:01. The binding affinity (normalized) is 0.